This data is from Forward reaction prediction with 1.9M reactions from USPTO patents (1976-2016). The task is: Predict the product of the given reaction. (1) Given the reactants O1C=CC=C1.[C:6]([O:10][CH2:11][CH3:12])(=O)[CH:7]=[CH2:8].[C:13]([O:16][CH2:17][CH3:18])(=[O:15])[CH3:14], predict the reaction product. The product is: [C@@H:6]12[O:10][C@@H:11]([CH:8]=[CH:7]1)[CH2:12][C@H:14]2[C:13]([O:16][CH2:17][CH3:18])=[O:15]. (2) Given the reactants [NH:1]1[C:5]2[CH:6]=[CH:7][C:8]([C:10]([OH:12])=O)=[CH:9][C:4]=2[N:3]=[CH:2]1.[CH3:13][O:14][C:15]1[CH:28]=[CH:27][C:18]2[C@H:19]3[C@H:24]([CH2:25][CH2:26][C:17]=2[CH:16]=1)[NH:23][CH2:22][CH2:21][CH2:20]3, predict the reaction product. The product is: [NH:1]1[C:5]2[CH:6]=[CH:7][C:8]([C:10]([N:23]3[C@@H:24]4[C@H:19]([C:18]5[CH:27]=[CH:28][C:15]([O:14][CH3:13])=[CH:16][C:17]=5[CH2:26][CH2:25]4)[CH2:20][CH2:21][CH2:22]3)=[O:12])=[CH:9][C:4]=2[N:3]=[CH:2]1. (3) Given the reactants [NH2:1][C:2]1[C:7]([CH3:8])=[CH:6][C:5]([CH:9]2[CH2:14][CH2:13][N:12]([CH2:15][C:16]3[CH:21]=[CH:20][C:19]([O:22][CH3:23])=[CH:18][CH:17]=3)[C:11](=[O:24])[CH2:10]2)=[C:4]([CH3:25])[CH:3]=1.Cl[C:27]1[N:32]=[C:31]([NH:33][C:34]2[CH:38]=[C:37]([CH3:39])[NH:36][N:35]=2)[C:30]([Cl:40])=[CH:29][N:28]=1.Cl.C([O-])(O)=O.[Na+], predict the reaction product. The product is: [Cl:40][C:30]1[C:31]([NH:33][C:34]2[CH:38]=[C:37]([CH3:39])[NH:36][N:35]=2)=[N:32][C:27]([NH:1][C:2]2[C:7]([CH3:8])=[CH:6][C:5]([CH:9]3[CH2:14][CH2:13][N:12]([CH2:15][C:16]4[CH:17]=[CH:18][C:19]([O:22][CH3:23])=[CH:20][CH:21]=4)[C:11](=[O:24])[CH2:10]3)=[C:4]([CH3:25])[CH:3]=2)=[N:28][CH:29]=1. (4) Given the reactants CS[C:3](=[C:6]([C:9]#[N:10])[C:7]#[N:8])SC.[N:11]1([CH2:17][CH2:18][CH2:19][NH2:20])[CH2:16][CH2:15][CH2:14][CH2:13][CH2:12]1.Cl.C(=O)([O-])O.[Na+], predict the reaction product. The product is: [N:11]1([CH2:17][CH2:18][CH2:19][NH:20][C:3](=[C:6]([C:9]#[N:10])[C:7]#[N:8])[NH:20][CH2:19][CH2:18][CH2:17][N:11]2[CH2:16][CH2:15][CH2:14][CH2:13][CH2:12]2)[CH2:16][CH2:15][CH2:14][CH2:13][CH2:12]1. (5) Given the reactants Cl[C:2]1[N:7]=[C:6](C#N)[CH:5]=[CH:4][CH:3]=1.[C:10]([N:13]1[CH2:18][CH2:17][NH:16][CH2:15][CH2:14]1)(=[O:12])[CH3:11].[C:19](#[N:21])C, predict the reaction product. The product is: [C:10]([N:13]1[CH2:18][CH2:17][N:16]([C:2]2[CH:3]=[CH:4][C:5]([C:19]#[N:21])=[CH:6][N:7]=2)[CH2:15][CH2:14]1)(=[O:12])[CH3:11]. (6) Given the reactants C[O:2][C:3](=O)[CH:4]=[CH:5][C:6](=[C:11]([NH:13][CH3:14])[CH3:12])[C:7]([O:9][CH3:10])=[O:8].C[O-].[Na+].[Br:19]N1C(=O)CCC1=O, predict the reaction product. The product is: [CH3:10][O:9][C:7]([C:6]1[CH:5]=[C:4]([Br:19])[C:3](=[O:2])[N:13]([CH3:14])[C:11]=1[CH3:12])=[O:8]. (7) Given the reactants [S:1]1[CH:5]=[CH:4][C:3]([C:6]([OH:8])=O)=[CH:2]1.CN(C(ON1N=NC2C=CC=NC1=2)=[N+](C)C)C.F[P-](F)(F)(F)(F)F.CCN(C(C)C)C(C)C.[NH2:42][C:43]1[CH:48]=[CH:47][C:46]([C:49]2[S:53][C:52]([C:54]([O:56][CH3:57])=[O:55])=[C:51]([N:58]([C:62]([C@H:64]3[CH2:69][CH2:68][C@H:67]([CH3:70])[CH2:66][CH2:65]3)=[O:63])[CH:59]([CH3:61])[CH3:60])[CH:50]=2)=[CH:45][CH:44]=1, predict the reaction product. The product is: [CH3:70][C@H:67]1[CH2:68][CH2:69][C@H:64]([C:62]([N:58]([CH:59]([CH3:61])[CH3:60])[C:51]2[CH:50]=[C:49]([C:46]3[CH:47]=[CH:48][C:43]([NH:42][C:6]([C:3]4[CH:4]=[CH:5][S:1][CH:2]=4)=[O:8])=[CH:44][CH:45]=3)[S:53][C:52]=2[C:54]([O:56][CH3:57])=[O:55])=[O:63])[CH2:65][CH2:66]1. (8) Given the reactants [ClH:1].C([O:4][CH2:5][CH3:6])C.[NH2:7][C@H:8]1[CH2:12][N:11](C(OCC2C=CC=CC=2)=O)[C@H:10]([C:23]([O:25][CH3:26])=[O:24])[CH2:9]1, predict the reaction product. The product is: [ClH:1].[C:5]([NH:7][C@H:8]1[CH2:12][NH:11][C@H:10]([C:23]([O:25][CH3:26])=[O:24])[CH2:9]1)(=[O:4])[C:6]1[CH:23]=[CH:10][CH:9]=[CH:8][CH:12]=1. (9) Given the reactants [CH3:1][O:2][C:3]1[CH:12]=[CH:11][C:6]2[N:7]=[C:8]([NH2:10])[S:9][C:5]=2[CH:4]=1.C[Si](C)(C)[N-][Si](C)(C)C.[Li+].[Cl:23][C:24]1[N:29]=[C:28](Cl)[CH:27]=[C:26]([C:31]([F:34])([F:33])[CH3:32])[N:25]=1.Cl, predict the reaction product. The product is: [Cl:23][C:24]1[N:29]=[C:28]([NH:10][C:8]2[S:9][C:5]3[CH:4]=[C:3]([O:2][CH3:1])[CH:12]=[CH:11][C:6]=3[N:7]=2)[CH:27]=[C:26]([C:31]([F:34])([F:33])[CH3:32])[N:25]=1. (10) Given the reactants [F:1][C:2]1[CH:7]=[CH:6][C:5]([C:8]2[CH:13]=[CH:12][N:11]=[CH:10][C:9]=2[N:14]([CH2:22][C:23]2([CH3:27])[CH2:26][O:25][CH2:24]2)C(=O)OC(C)(C)C)=[C:4]([O:28][CH3:29])[CH:3]=1, predict the reaction product. The product is: [F:1][C:2]1[CH:7]=[CH:6][C:5]([C:8]2[CH:13]=[CH:12][N:11]=[CH:10][C:9]=2[NH:14][CH2:22][C:23]2([CH3:27])[CH2:26][O:25][CH2:24]2)=[C:4]([O:28][CH3:29])[CH:3]=1.